From a dataset of Forward reaction prediction with 1.9M reactions from USPTO patents (1976-2016). Predict the product of the given reaction. (1) Given the reactants [CH:1]([C@H:4]1[CH2:8][O:7][C:6](=[O:9])[N:5]1[C:10]1[CH:15]=[CH:14][N:13]=[C:12]([NH:16][C@H:17]([CH:19]2[CH2:24][CH2:23][NH:22][CH2:21][CH2:20]2)[CH3:18])[N:11]=1)([CH3:3])[CH3:2].[F:25][C:26]1[CH:31]=[CH:30][C:29]([S:32](Cl)(=[O:34])=[O:33])=[CH:28][CH:27]=1.CCN(C(C)C)C(C)C, predict the reaction product. The product is: [F:25][C:26]1[CH:31]=[CH:30][C:29]([S:32]([N:22]2[CH2:23][CH2:24][CH:19]([C@@H:17]([NH:16][C:12]3[N:11]=[C:10]([N:5]4[C@@H:4]([CH:1]([CH3:2])[CH3:3])[CH2:8][O:7][C:6]4=[O:9])[CH:15]=[CH:14][N:13]=3)[CH3:18])[CH2:20][CH2:21]2)(=[O:34])=[O:33])=[CH:28][CH:27]=1. (2) The product is: [CH:1]1([C:7](=[O:21])[CH:8]([C:12]2[CH:17]=[CH:16][CH:15]=[CH:14][C:13]=2[CH2:18][O:19][CH3:20])[CH2:9][CH2:10][N:32]2[CH2:31][CH2:30][N:29]([C:26]3[CH:27]=[CH:28][C:23]([F:22])=[CH:24][C:25]=3[O:35][CH3:36])[CH2:34][CH2:33]2)[CH2:6][CH2:5][CH2:4][CH2:3][CH2:2]1. Given the reactants [CH:1]1([C:7](=[O:21])[CH:8]([C:12]2[CH:17]=[CH:16][CH:15]=[CH:14][C:13]=2[CH2:18][O:19][CH3:20])[CH2:9][CH:10]=O)[CH2:6][CH2:5][CH2:4][CH2:3][CH2:2]1.[F:22][C:23]1[CH:28]=[CH:27][C:26]([N:29]2[CH2:34][CH2:33][NH:32][CH2:31][CH2:30]2)=[C:25]([O:35][CH3:36])[CH:24]=1, predict the reaction product.